This data is from Catalyst prediction with 721,799 reactions and 888 catalyst types from USPTO. The task is: Predict which catalyst facilitates the given reaction. (1) Reactant: [NH2:1][C:2]1[C:3]([C:9](O)=[O:10])=[N:4][C:5]([Cl:8])=[CH:6][CH:7]=1.B.C1COCC1.Cl.C([O-])(O)=O.[Na+]. Product: [NH2:1][C:2]1[C:3]([CH2:9][OH:10])=[N:4][C:5]([Cl:8])=[CH:6][CH:7]=1. The catalyst class is: 20. (2) Reactant: [Cl:1][C:2]1[CH:3]=[C:4]([CH:8]=[C:9]([Cl:12])[C:10]=1[F:11])[C:5]([OH:7])=O.O.ON1C2C=CC=CC=2N=N1.C(N(CC)CC)C.Cl.[C:32]([O:36][C:37](=[O:40])[CH2:38][NH2:39])([CH3:35])([CH3:34])[CH3:33]. Product: [C:32]([O:36][C:37](=[O:40])[CH2:38][NH:39][C:5](=[O:7])[C:4]1[CH:8]=[C:9]([Cl:12])[C:10]([F:11])=[C:2]([Cl:1])[CH:3]=1)([CH3:35])([CH3:34])[CH3:33]. The catalyst class is: 3. (3) Reactant: [C:1]([C:5]1[CH:13]=[C:12]([F:14])[C:8]([C:9](O)=[O:10])=[C:7]([CH:15](OC)OC)[CH:6]=1)([CH3:4])([CH3:3])[CH3:2].O.[NH2:21][NH2:22]. Product: [C:1]([C:5]1[CH:6]=[C:7]2[C:8](=[C:12]([F:14])[CH:13]=1)[C:9](=[O:10])[NH:22][N:21]=[CH:15]2)([CH3:4])([CH3:3])[CH3:2]. The catalyst class is: 212. (4) Reactant: [N+:1]([C:4]1[CH:9]=[CH:8][CH:7]=[CH:6][C:5]=1[OH:10])([O-:3])=[O:2].[F-].[Cs+].S(C1C=CC([N+]([O-])=O)=CC=1)(O[CH2:17][C@H:18]1[O:20][CH2:19]1)(=O)=O.O. Product: [N+:1]([C:4]1[CH:9]=[CH:8][CH:7]=[CH:6][C:5]=1[O:10][CH2:17][C@H:18]1[O:20][CH2:19]1)([O-:3])=[O:2]. The catalyst class is: 3. (5) Reactant: [CH2:1]([O:3][C:4]([C:6]1[N:7]=[C:8]([NH:11][C:12]2[CH:17]=[CH:16][C:15]([O:18][CH3:19])=[C:14]([O:20][CH3:21])[CH:13]=2)[S:9][CH:10]=1)=[O:5])[CH3:2].Br.[Cl:23][C:24]1[CH:32]=[C:31]([Cl:33])[CH:30]=[CH:29][C:25]=1[C:26](Cl)=[O:27].CCN(CC)CC. Product: [CH2:1]([O:3][C:4]([C:6]1[N:7]=[C:8]([N:11]([C:26](=[O:27])[C:25]2[CH:29]=[CH:30][C:31]([Cl:33])=[CH:32][C:24]=2[Cl:23])[C:12]2[CH:17]=[CH:16][C:15]([O:18][CH3:19])=[C:14]([O:20][CH3:21])[CH:13]=2)[S:9][CH:10]=1)=[O:5])[CH3:2]. The catalyst class is: 2. (6) Reactant: [CH:1]1([NH:5][C@@H:6]2[CH2:8][C@H:7]2[C:9]2[CH:10]=[C:11]([C:14]([NH:16][C:17]3[S:18][C:19]([CH3:22])=[N:20][N:21]=3)=[O:15])[S:12][CH:13]=2)[CH2:4][CH2:3][CH2:2]1.C1COCC1.[S:28](=[O:32])(=[O:31])([OH:30])[OH:29]. Product: [S:28]([OH:32])([OH:31])(=[O:30])=[O:29].[CH:1]1([NH:5][C@@H:6]2[CH2:8][C@H:7]2[C:9]2[CH:10]=[C:11]([C:14]([NH:16][C:17]3[S:18][C:19]([CH3:22])=[N:20][N:21]=3)=[O:15])[S:12][CH:13]=2)[CH2:2][CH2:3][CH2:4]1. The catalyst class is: 13.